Dataset: Forward reaction prediction with 1.9M reactions from USPTO patents (1976-2016). Task: Predict the product of the given reaction. (1) Given the reactants [NH2:1][C:2]1[CH:3]=[C:4]2[C:9](=[C:10]([Cl:12])[CH:11]=1)[N:8]=[CH:7][C:6]([C:13]#[N:14])=[C:5]2[NH:15][C:16]1[CH:21]=[CH:20][C:19]([F:22])=[C:18]([Cl:23])[CH:17]=1.[O:24]1[CH2:28][CH2:27][N:26]2[N:29]=[C:30]([CH:32]=O)[CH:31]=[C:25]12.[BH3-]C#N.[Na+], predict the reaction product. The product is: [Cl:12][C:10]1[CH:11]=[C:2]([NH:1][CH2:32][C:30]2[CH:31]=[C:25]3[O:24][CH2:28][CH2:27][N:26]3[N:29]=2)[CH:3]=[C:4]2[C:9]=1[N:8]=[CH:7][C:6]([C:13]#[N:14])=[C:5]2[NH:15][C:16]1[CH:21]=[CH:20][C:19]([F:22])=[C:18]([Cl:23])[CH:17]=1. (2) Given the reactants [CH3:1][O:2][C:3]1[C:8]([N:9]2[CH2:17][C@@H:16]3[C@@H:11]([CH2:12][CH2:13][CH2:14][NH:15]3)[CH2:10]2)=[C:7]([F:18])[CH:6]=[C:5]2[C:19]([C:21]([C:27]([OH:29])=[O:28])=[CH:22][N:23]([CH:24]3[CH2:26][CH2:25]3)[C:4]=12)=[O:20].[ClH:30], predict the reaction product. The product is: [CH3:1][O:2][C:3]1[C:8]([N:9]2[CH2:17][C@@H:16]3[C@@H:11]([CH2:12][CH2:13][CH2:14][NH:15]3)[CH2:10]2)=[C:7]([F:18])[CH:6]=[C:5]2[C:19]([C:21]([C:27]([OH:29])=[O:28])=[CH:22][N:23]([CH:24]3[CH2:26][CH2:25]3)[C:4]=12)=[O:20].[ClH:30]. (3) Given the reactants [CH3:1][O:2][C:3]1[CH:8]=[CH:7][CH:6]=[CH:5][C:4]=1[NH:9][S:10]([C:13]1[CH:18]=[CH:17][C:16]([CH:19]([CH3:21])[CH3:20])=[CH:15][N:14]=1)(=[O:12])=[O:11].Br[CH2:23][C:24]([O:26]C(C)(C)C)=[O:25], predict the reaction product. The product is: [CH:19]([C:16]1[CH:17]=[CH:18][C:13]([S:10]([N:9]([CH2:23][C:24]([OH:26])=[O:25])[C:4]2[CH:5]=[CH:6][CH:7]=[CH:8][C:3]=2[O:2][CH3:1])(=[O:12])=[O:11])=[N:14][CH:15]=1)([CH3:21])[CH3:20].